The task is: Predict which catalyst facilitates the given reaction.. This data is from Catalyst prediction with 721,799 reactions and 888 catalyst types from USPTO. Reactant: [C:1]1([CH:7]([C:12]([O:14][CH3:15])=[O:13])[C:8]([O:10][CH3:11])=[O:9])C=[CH:5][CH:4]=[CH:3][CH:2]=1.[H-].[Na+].Br[CH2:19][CH2:20][C:21]1[CH:26]=[CH:25][C:24](OC)=[CH:23][CH:22]=1.[CH2:29]1[CH2:33][O:32][CH2:31][CH2:30]1. Product: [CH3:31][O:32][C:33]1[CH:29]=[CH:30][C:3]([CH2:2][CH2:1][C:7]([CH2:19][CH2:20][C:21]2[CH:22]=[CH:23][CH:24]=[CH:25][CH:26]=2)([C:8]([O:10][CH3:11])=[O:9])[C:12]([O:14][CH3:15])=[O:13])=[CH:4][CH:5]=1. The catalyst class is: 170.